This data is from Catalyst prediction with 721,799 reactions and 888 catalyst types from USPTO. The task is: Predict which catalyst facilitates the given reaction. (1) Reactant: [N:1]1[CH:6]=[CH:5][CH:4]=[C:3]([NH:7][C:8]([N:10]2[CH2:15][CH2:14][N:13]([CH2:16][C:17]3[CH:18]=[C:19]([CH:24]=[CH:25][CH:26]=3)[C:20]([O:22]C)=[O:21])[CH2:12][CH2:11]2)=[O:9])[CH:2]=1.[OH-].[Na+:28]. Product: [N:1]1[CH:6]=[CH:5][CH:4]=[C:3]([NH:7][C:8]([N:10]2[CH2:15][CH2:14][N:13]([CH2:16][C:17]3[CH:18]=[C:19]([CH:24]=[CH:25][CH:26]=3)[C:20]([O-:22])=[O:21])[CH2:12][CH2:11]2)=[O:9])[CH:2]=1.[Na+:28]. The catalyst class is: 1. (2) Reactant: Br[C:2]1[CH:34]=[CH:33][C:5]([CH2:6][C@@:7]([C:31]#[N:32])([C@H:12]([C:23]2[CH:28]=[CH:27][CH:26]=[CH:25][C:24]=2[O:29][CH3:30])[C:13]2[C:22]3[C:17](=[CH:18][CH:19]=[CH:20][CH:21]=3)[CH:16]=[CH:15][CH:14]=2)[C:8]([O:10][CH3:11])=[O:9])=[CH:4][CH:3]=1.[F:35][C:36]([F:47])([F:46])[C:37]1[CH:38]=[C:39](B(O)O)[CH:40]=[CH:41][CH:42]=1.[O-]P([O-])([O-])=O.[K+].[K+].[K+].O1CCOCC1. Product: [C:31]([C@:7]([CH2:6][C:5]1[CH:4]=[CH:3][C:2]([C:39]2[CH:40]=[CH:41][CH:42]=[C:37]([C:36]([F:47])([F:46])[F:35])[CH:38]=2)=[CH:34][CH:33]=1)([C@H:12]([C:23]1[CH:28]=[CH:27][CH:26]=[CH:25][C:24]=1[O:29][CH3:30])[C:13]1[C:22]2[C:17](=[CH:18][CH:19]=[CH:20][CH:21]=2)[CH:16]=[CH:15][CH:14]=1)[C:8]([O:10][CH3:11])=[O:9])#[N:32]. The catalyst class is: 103. (3) Reactant: [Br:1][C:2]1[C:3](F)=[C:4]([CH:9]=[CH:10][CH:11]=1)[C:5](OC)=[O:6].[CH3:13][NH:14][NH2:15].O. Product: [Br:1][C:2]1[CH:11]=[CH:10][CH:9]=[C:4]2[C:3]=1[N:14]([CH3:13])[N:15]=[C:5]2[OH:6]. The catalyst class is: 8. (4) Reactant: CC(OI1(OC(C)=O)(OC(C)=O)OC(=O)C2C=CC=CC1=2)=O.[CH3:23][C@@H:24]([CH2:27][CH2:28][CH2:29][C:30]([CH3:32])=[CH2:31])[CH2:25][OH:26]. Product: [CH3:23][C@@H:24]([CH2:27][CH2:28][CH2:29][C:30]([CH3:32])=[CH2:31])[CH:25]=[O:26]. The catalyst class is: 2.